This data is from Reaction yield outcomes from USPTO patents with 853,638 reactions. The task is: Predict the reaction yield, written as a fraction of the theoretical maximum amount of product (1.0 means a 100% yield; for example, 0.34 means a 34% yield). (1) The reactants are [F:1][C:2]1[N:7]=[C:6]([NH:8][CH2:9][C@@H:10]([C@@H:12]([NH:17]C(=O)OC(C)(C)C)[CH2:13][CH2:14][CH2:15][CH3:16])[OH:11])[CH:5]=[CH:4][CH:3]=1.FC1N=C(NC[C@H]([C@@H](NC(=O)OC(C)(C)C)CCCC)O)C=CC=1.Cl.C(N(CC)C(C)C)(C)C.[C:59](=[O:92])(OC1C=CC([N+]([O-])=O)=CC=1)[O:60][C@H:61]([CH2:66][N:67]1[CH:71]=[CH:70][C:69]([C:72]2[CH:77]=[CH:76][C:75]([C:78]([F:81])([F:80])[F:79])=[CH:74][CH:73]=2)=[N:68]1)[C:62]([CH3:65])([CH3:64])[CH3:63]. The catalyst is O1CCOCC1.CN(C)C=O.C(OCC)(=O)C. The product is [F:1][C:2]1[N:7]=[C:6]([NH:8][CH2:9][C@@H:10]([C@@H:12]([NH:17][C:59](=[O:92])[O:60][C@H:61]([CH2:66][N:67]2[CH:71]=[CH:70][C:69]([C:72]3[CH:73]=[CH:74][C:75]([C:78]([F:80])([F:79])[F:81])=[CH:76][CH:77]=3)=[N:68]2)[C:62]([CH3:63])([CH3:65])[CH3:64])[CH2:13][CH2:14][CH2:15][CH3:16])[OH:11])[CH:5]=[CH:4][CH:3]=1. The yield is 0.590. (2) The reactants are [Cl:1][C:2]1[CH:10]=[C:9]2[C:5]([C:6]([C:11]3[N:12]=[C:13]4[C:19]([C:20]([NH:22][CH:23]([CH3:25])[CH3:24])=[O:21])=[CH:18][N:17]([CH2:26][O:27][CH2:28][CH2:29][Si:30]([CH3:33])([CH3:32])[CH3:31])[C:14]4=[N:15][CH:16]=3)=[N:7][NH:8]2)=[CH:4][CH:3]=1.[H-].[Na+].Br[CH2:37][C:38]1[CH:42]=[CH:41][O:40][N:39]=1. The catalyst is CN(C=O)C.O. The product is [Cl:1][C:2]1[CH:10]=[C:9]2[C:5]([C:6]([C:11]3[N:12]=[C:13]4[C:19]([C:20]([NH:22][CH:23]([CH3:25])[CH3:24])=[O:21])=[CH:18][N:17]([CH2:26][O:27][CH2:28][CH2:29][Si:30]([CH3:31])([CH3:33])[CH3:32])[C:14]4=[N:15][CH:16]=3)=[N:7][N:8]2[CH2:37][C:38]2[CH:42]=[CH:41][O:40][N:39]=2)=[CH:4][CH:3]=1. The yield is 0.975. (3) The reactants are [NH:1]([CH2:3][CH2:4][C:5]#[N:6])[NH2:2].[CH3:7][O:8][C:9]1[CH:16]=[CH:15][C:12]([CH:13]=O)=[CH:11][CH:10]=1.C(O[Na])CCC. The catalyst is C1COCC1.CCCCO. The product is [CH3:7][O:8][C:9]1[CH:16]=[CH:15][C:12]([CH2:13][N:2]2[C:5]([NH2:6])=[CH:4][CH:3]=[N:1]2)=[CH:11][CH:10]=1. The yield is 0.570. (4) The reactants are C([NH:5][S:6]([C:9]1[S:10][C:11]([C:14]2[N:19]=[C:18]([NH:20][C:21]3[CH:25]=[C:24]([CH:26]4[CH2:28][CH2:27]4)[NH:23][N:22]=3)[CH:17]=[CH:16][N:15]=2)=[CH:12][CH:13]=1)(=[O:8])=[O:7])(C)(C)C.B(Cl)(Cl)Cl.C(Cl)Cl.O. The catalyst is C(Cl)Cl. The product is [CH:26]1([C:24]2[NH:23][N:22]=[C:21]([NH:20][C:18]3[CH:17]=[CH:16][N:15]=[C:14]([C:11]4[S:10][C:9]([S:6]([NH2:5])(=[O:7])=[O:8])=[CH:13][CH:12]=4)[N:19]=3)[CH:25]=2)[CH2:28][CH2:27]1. The yield is 0.196. (5) The catalyst is CO. The yield is 0.880. The reactants are [Cl:1][C:2]1[CH:11]=[CH:10][CH:9]=[C:8]2[C:3]=1[CH:4]=[CH:5][NH:6][C:7]2=[O:12].I(C1C=CC=C(C[C:22]([O-])=[O:23])C=1CC([O-])=O)=O.CS(O)(=O)=O. The product is [Cl:1][C:2]1[CH:11]=[CH:10][CH:9]=[C:8]2[C:3]=1[C:4]([O:23][CH3:22])=[CH:5][NH:6][C:7]2=[O:12].